This data is from Peptide-MHC class II binding affinity with 134,281 pairs from IEDB. The task is: Regression. Given a peptide amino acid sequence and an MHC pseudo amino acid sequence, predict their binding affinity value. This is MHC class II binding data. (1) The peptide sequence is YDKFLANVSTVLTAK. The MHC is DRB1_0701 with pseudo-sequence DRB1_0701. The binding affinity (normalized) is 0.825. (2) The peptide sequence is VIGLLPQNMVLTTQG. The MHC is DRB1_1302 with pseudo-sequence DRB1_1302. The binding affinity (normalized) is 0.653. (3) The peptide sequence is GVDYTITVYAVTYYK. The MHC is DRB1_1302 with pseudo-sequence DRB1_1302. The binding affinity (normalized) is 0.489. (4) The peptide sequence is FFMSPKGISRMSMAM. The MHC is HLA-DQA10501-DQB10402 with pseudo-sequence HLA-DQA10501-DQB10402. The binding affinity (normalized) is 0.537.